This data is from Full USPTO retrosynthesis dataset with 1.9M reactions from patents (1976-2016). The task is: Predict the reactants needed to synthesize the given product. (1) Given the product [Br:3][C:4]1[CH:5]=[CH:6][C:7]2[N:8]([N:10]=[C:11]([C:17]3[CH:18]=[CH:19][CH:20]=[CH:21][CH:22]=3)[C:12]=2[C:13]([OH:15])=[O:14])[CH:9]=1, predict the reactants needed to synthesize it. The reactants are: [OH-].[K+].[Br:3][C:4]1[CH:5]=[CH:6][C:7]2[N:8]([N:10]=[C:11]([C:17]3[CH:22]=[CH:21][CH:20]=[CH:19][CH:18]=3)[C:12]=2[C:13]([O:15]C)=[O:14])[CH:9]=1.Cl. (2) Given the product [F:1][C:2]1[C:7]([C:8]([N:20]2[CH2:21][CH2:22][CH2:23][C@@H:18]([CH3:17])[C@H:19]2[CH2:24][NH:25][C:37]2[CH:42]=[CH:41][C:40]([C:43]([F:46])([F:45])[F:44])=[CH:39][N:38]=2)=[O:10])=[C:6]([N:11]2[N:15]=[CH:14][CH:13]=[N:12]2)[C:5]([CH3:16])=[CH:4][CH:3]=1, predict the reactants needed to synthesize it. The reactants are: [F:1][C:2]1[C:7]([C:8]([OH:10])=O)=[C:6]([N:11]2[N:15]=[CH:14][CH:13]=[N:12]2)[C:5]([CH3:16])=[CH:4][CH:3]=1.[CH3:17][C@@H:18]1[CH2:23][CH2:22][CH2:21][NH:20][C@@H:19]1[CH2:24][N:25]1C(=O)C2C(=CC=CC=2)C1=O.Cl[C:37]1[CH:42]=[CH:41][C:40]([C:43]([F:46])([F:45])[F:44])=[CH:39][N:38]=1. (3) Given the product [Br:5][C:6]1[CH:21]=[CH:20][C:9]2[C:10]3[N:11]([CH:15]=[C:16]([I:18])[N:17]=3)[CH2:12][CH2:13][O:14][C:8]=2[CH:7]=1, predict the reactants needed to synthesize it. The reactants are: C([Mg]Br)C.[Br:5][C:6]1[CH:21]=[CH:20][C:9]2[C:10]3[N:11]([C:15](I)=[C:16]([I:18])[N:17]=3)[CH2:12][CH2:13][O:14][C:8]=2[CH:7]=1.[NH4+].[Cl-]. (4) The reactants are: C1CCCCC1.CCCCCCCCCC1C=CC(OCCOCCOCCOCCOCCO)=CC=1.C(O)CCCCC.[Cl-].[K+].[O:47]=[C:48]([C@H:50]([CH2:52][C:53]1[CH:60]=[C:58]([OH:59])[C:56]([OH:57])=[CH:55][CH:54]=1)[NH2:51])[OH:49].[NH3:61].N.[Cl:63][Pt:64][Cl:65]. Given the product [O:47]=[C:48]([C@H:50]([CH2:52][C:53]1[CH:60]=[C:58]([OH:59])[C:56]([OH:57])=[CH:55][CH:54]=1)[NH2:51])[OH:49].[NH3:61].[NH3:51].[Cl:63][Pt:64][Cl:65], predict the reactants needed to synthesize it.